Dataset: Reaction yield outcomes from USPTO patents with 853,638 reactions. Task: Predict the reaction yield, written as a fraction of the theoretical maximum amount of product (1.0 means a 100% yield; for example, 0.34 means a 34% yield). The reactants are [N+:1]([C:4]1[CH:9]=[CH:8][CH:7]=[CH:6][C:5]=1[S:10]([N:13]1[CH:18]2[CH2:19][C:20](=O)[CH2:21][CH:14]1[CH2:15][O:16][CH2:17]2)(=[O:12])=[O:11])([O-:3])=[O:2].C(OC([N:32]([CH3:34])C)N(C)C)(C)(C)C.[NH2:35]N.O. The catalyst is O1CCOCC1. The product is [N+:1]([C:4]1[CH:9]=[CH:8][CH:7]=[CH:6][C:5]=1[S:10]([N:13]1[CH:18]2[CH2:17][O:16][CH2:15][CH:14]1[C:21]1[CH:34]=[N:32][NH:35][C:20]=1[CH2:19]2)(=[O:11])=[O:12])([O-:3])=[O:2]. The yield is 0.298.